From a dataset of Forward reaction prediction with 1.9M reactions from USPTO patents (1976-2016). Predict the product of the given reaction. (1) Given the reactants [Br:1][C:2]1[C:3]([CH3:11])=[C:4]([CH:8]=[CH:9][CH:10]=1)[C:5](O)=O.BrC1C(OC)=C(C(F)=CC=1)C#[N:17], predict the reaction product. The product is: [Br:1][C:2]1[C:3]([CH3:11])=[C:4]([CH:8]=[CH:9][CH:10]=1)[C:5]#[N:17]. (2) The product is: [CH:32]1([CH2:31][O:30][CH:28]2[CH:27]([NH:39][C:40]([CH:42]3[CH2:46][CH2:45][CH2:44][N:43]3[C:47](=[O:61])[CH:48]([NH:50][C:51](=[O:60])[C:52]3[CH:57]=[CH:56][C:55]([NH2:58])=[C:54]([Cl:59])[CH:53]=3)[CH3:49])=[O:41])[CH2:26][C:25](=[O:24])[O:29]2)[CH2:33][CH2:38][CH2:37][CH2:36]1. Given the reactants NC1C=CC(C(NC(C)C(N2CCCC2C(O)=O)=O)=O)=CC=1Cl.[O:24]=[C:25]1[O:29][CH:28]([O:30][CH2:31][CH2:32][C:33]2[CH:38]=[CH:37][CH:36]=CC=2)[CH:27]([NH:39][C:40]([CH:42]2[CH2:46][CH2:45][CH2:44][N:43]2[C:47](=[O:61])[CH:48]([NH:50][C:51](=[O:60])[C:52]2[CH:57]=[CH:56][C:55]([NH2:58])=[C:54]([Cl:59])[CH:53]=2)[CH3:49])=[O:41])[CH2:26]1, predict the reaction product. (3) Given the reactants [CH3:1][O:2][C:3](=[O:34])[C:4]1[CH:9]=[CH:8][C:7]([CH2:10][N:11]2[CH:15]=[C:14]([C:16]3[CH:21]=[CH:20][C:19]([Cl:22])=[CH:18][C:17]=3[Cl:23])[N:13]=[C:12]2[C:24]2([C:27]3[CH:32]=[CH:31][C:30]([OH:33])=[CH:29][CH:28]=3)[CH2:26][CH2:25]2)=[CH:6][CH:5]=1.[F:35][C:36]([F:47])([F:46])[C:37]1[CH:38]=[C:39](B(O)O)[CH:40]=[CH:41][CH:42]=1, predict the reaction product. The product is: [CH3:1][O:2][C:3](=[O:34])[C:4]1[CH:9]=[CH:8][C:7]([CH2:10][N:11]2[CH:15]=[C:14]([C:16]3[CH:21]=[CH:20][C:19]([Cl:22])=[CH:18][C:17]=3[Cl:23])[N:13]=[C:12]2[C:24]2([C:27]3[CH:28]=[CH:29][C:30]([O:33][C:41]4[CH:40]=[CH:39][CH:38]=[C:37]([C:36]([F:47])([F:46])[F:35])[CH:42]=4)=[CH:31][CH:32]=3)[CH2:25][CH2:26]2)=[CH:6][CH:5]=1. (4) Given the reactants [F:1][C:2]([F:30])([F:29])[S:3]([NH:6][C:7]1[CH:12]=[CH:11][C:10]([C:13]2[N:14]=[C:15]([C:18]3[CH:23]=[CH:22][N:21]=[C:20]([CH2:24][CH2:25][CH3:26])[CH:19]=3)[S:16][CH:17]=2)=[CH:9][C:8]=1[O:27]C)(=[O:5])=[O:4].B(Br)(Br)Br.C(=O)(O)[O-].[Na+], predict the reaction product. The product is: [F:29][C:2]([F:1])([F:30])[S:3]([NH:6][C:7]1[CH:12]=[CH:11][C:10]([C:13]2[N:14]=[C:15]([C:18]3[CH:23]=[CH:22][N:21]=[C:20]([CH2:24][CH2:25][CH3:26])[CH:19]=3)[S:16][CH:17]=2)=[CH:9][C:8]=1[OH:27])(=[O:4])=[O:5]. (5) Given the reactants [CH3:1][C:2]1[CH:10]=[CH:9][C:8]([N+:11]([O-:13])=[O:12])=[CH:7][C:3]=1[C:4]([OH:6])=[O:5].[C:14](=O)([O-])[O-].[K+].[K+].CI, predict the reaction product. The product is: [CH3:1][C:2]1[CH:10]=[CH:9][C:8]([N+:11]([O-:13])=[O:12])=[CH:7][C:3]=1[C:4]([O:6][CH3:14])=[O:5]. (6) The product is: [CH2:16]([O:15][CH2:14][CH2:13][CH2:12][CH2:11][CH2:10][CH2:9][N:1]1[CH2:6][CH2:5][C:4](=[O:7])[CH2:3][CH2:2]1)[CH3:17]. Given the reactants [NH:1]1[CH2:6][CH2:5][C:4](=[O:7])[CH2:3][CH2:2]1.Cl[CH2:9][CH2:10][CH2:11][CH2:12][CH2:13][CH2:14][O:15][CH2:16][CH3:17], predict the reaction product. (7) Given the reactants [Cl:1][C:2]1[CH:9]=[C:8]([Cl:10])[CH:7]=[CH:6][C:3]=1[CH:4]=[O:5].[C-]#N.[Na+], predict the reaction product. The product is: [Cl:1][C:2]1[CH:9]=[C:8]([Cl:10])[CH:7]=[CH:6][C:3]=1[C:4]([CH:4]([C:3]1[CH:6]=[CH:7][C:8]([Cl:10])=[CH:9][C:2]=1[Cl:1])[OH:5])=[O:5].